Dataset: Retrosynthesis with 50K atom-mapped reactions and 10 reaction types from USPTO. Task: Predict the reactants needed to synthesize the given product. (1) Given the product CCOCc1nc2c(N)nc3cc(-c4cccnc4)cnc3c2n1CC(C)C, predict the reactants needed to synthesize it. The reactants are: CCOCc1nc2c(N)nc3cc(Br)cnc3c2n1CC(C)C.OB(O)c1cccnc1. (2) Given the product CC(C)(C)OC(=O)N[C@H](C[C@@H](Cc1ccc(O)cc1)C(=O)OC(C)(C)C)C(=O)OC(C)(C)C, predict the reactants needed to synthesize it. The reactants are: CC(C)(C)OC(=O)N[C@H](C[C@@H](Cc1ccc(OCc2ccccc2)cc1)C(=O)OC(C)(C)C)C(=O)OC(C)(C)C.